Dataset: Reaction yield outcomes from USPTO patents with 853,638 reactions. Task: Predict the reaction yield, written as a fraction of the theoretical maximum amount of product (1.0 means a 100% yield; for example, 0.34 means a 34% yield). (1) The reactants are [C:1](N1C=CN=C1)(N1C=CN=C1)=[S:2].[CH3:13][N:14]1[CH2:19][CH2:18][N:17]([C:20]2[CH:25]=[CH:24][C:23]([NH2:26])=[CH:22][CH:21]=2)[CH2:16][CH2:15]1. The catalyst is CN(C)C=O. The product is [N:26]([C:23]1[CH:24]=[CH:25][C:20]([N:17]2[CH2:16][CH2:15][N:14]([CH3:13])[CH2:19][CH2:18]2)=[CH:21][CH:22]=1)=[C:1]=[S:2]. The yield is 0.830. (2) The reactants are [C:1]([O:4][C:5]1[CH:10]=[C:9](Br)[CH:8]=[CH:7][C:6]=1[C@@H:12]1[C@@H:15]([CH2:16][CH2:17][C@H:18]([O:26][Si:27]([C:30]([CH3:33])([CH3:32])[CH3:31])([CH3:29])[CH3:28])[C:19]2[CH:24]=[CH:23][C:22]([F:25])=[CH:21][CH:20]=2)[C:14](=[O:34])[N:13]1[C:35]1[CH:40]=[CH:39][CH:38]=[CH:37][CH:36]=1)(=[O:3])[CH3:2].[OH:41][C:42]1[CH:43]=[C:44](B(O)O)[CH:45]=[CH:46][CH:47]=1.C(=O)([O-])[O-].[K+].[K+]. The catalyst is C1C=CC([P]([Pd]([P](C2C=CC=CC=2)(C2C=CC=CC=2)C2C=CC=CC=2)([P](C2C=CC=CC=2)(C2C=CC=CC=2)C2C=CC=CC=2)[P](C2C=CC=CC=2)(C2C=CC=CC=2)C2C=CC=CC=2)(C2C=CC=CC=2)C2C=CC=CC=2)=CC=1.C1(C)C=CC=CC=1. The product is [C:1]([O:4][C:5]1[CH:10]=[C:9]([C:46]2[CH:45]=[CH:44][CH:43]=[C:42]([OH:41])[CH:47]=2)[CH:8]=[CH:7][C:6]=1[C@@H:12]1[C@@H:15]([CH2:16][CH2:17][C@H:18]([O:26][Si:27]([C:30]([CH3:33])([CH3:32])[CH3:31])([CH3:29])[CH3:28])[C:19]2[CH:24]=[CH:23][C:22]([F:25])=[CH:21][CH:20]=2)[C:14](=[O:34])[N:13]1[C:35]1[CH:40]=[CH:39][CH:38]=[CH:37][CH:36]=1)(=[O:3])[CH3:2]. The yield is 0.690. (3) The reactants are [F:1][C:2]1[C:7]([NH:8][S:9]([CH2:12][CH2:13][CH3:14])(=[O:11])=[O:10])=[CH:6][CH:5]=[C:4]([F:15])[C:3]=1[NH:16][C:17]([C:19]1[S:20][CH:21]=[C:22]2[C:27]([NH:28]CC3C=CC(OC)=CC=3OC)=[N:26][CH:25]=[N:24][C:23]=12)=[O:18]. The catalyst is FC(F)(F)C(O)=O. The product is [NH2:28][C:27]1[C:22]2[C:23](=[C:19]([C:17]([NH:16][C:3]3[C:4]([F:15])=[CH:5][CH:6]=[C:7]([NH:8][S:9]([CH2:12][CH2:13][CH3:14])(=[O:10])=[O:11])[C:2]=3[F:1])=[O:18])[S:20][CH:21]=2)[N:24]=[CH:25][N:26]=1. The yield is 0.390. (4) The reactants are FC(F)(F)C(O)=O.[CH3:8][N:9]([CH3:32])[C:10](=[O:31])[C@@H:11]([NH:23]C(=O)OC(C)(C)C)[CH2:12][C:13]1[CH:18]=[CH:17][C:16]([O:19][CH:20]([CH3:22])[CH3:21])=[CH:15][CH:14]=1. The catalyst is C(Cl)Cl. The product is [NH2:23][C@@H:11]([CH2:12][C:13]1[CH:14]=[CH:15][C:16]([O:19][CH:20]([CH3:22])[CH3:21])=[CH:17][CH:18]=1)[C:10]([N:9]([CH3:8])[CH3:32])=[O:31]. The yield is 1.00. (5) The reactants are Cl[C:2]1[CH:11]=[C:10]([CH2:12][CH2:13][C:14]2[CH:19]=[CH:18][CH:17]=[CH:16][CH:15]=2)[C:9]2[C:4](=[CH:5][CH:6]=[C:7]([C:20]([C:28]3[CH:33]=[CH:32][C:31]([Cl:34])=[CH:30][CH:29]=3)([C:22]3[N:26]([CH3:27])[CH:25]=[N:24][CH:23]=3)[OH:21])[CH:8]=2)[N:3]=1.[N-:35]=[N+:36]=[N-:37].[Na+]. The catalyst is CN(C=O)C. The product is [Cl:34][C:31]1[CH:32]=[CH:33][C:28]([C:20]([C:22]2[N:26]([CH3:27])[CH:25]=[N:24][CH:23]=2)([C:7]2[CH:8]=[C:9]3[C:4](=[CH:5][CH:6]=2)[N:3]2[N:35]=[N:36][N:37]=[C:2]2[CH:11]=[C:10]3[CH2:12][CH2:13][C:14]2[CH:15]=[CH:16][CH:17]=[CH:18][CH:19]=2)[OH:21])=[CH:29][CH:30]=1. The yield is 0.860. (6) The reactants are [F:1][C:2]1[CH:32]=[CH:31][C:5]([CH2:6][NH:7][C:8]([C:10]2[N:11]=[C:12]3[N:17]([C:18](=[O:28])[C:19]=2[O:20][CH2:21][C:22]2[CH:27]=[CH:26][CH:25]=[CH:24][CH:23]=2)[CH2:16][CH2:15][O:14][C:13]3([CH3:30])[CH3:29])=[O:9])=[C:4]([N:33]2[C:37](=[O:38])[CH2:36][CH2:35][C@@H:34]2[CH2:39][OH:40])[CH:3]=1.C(N(CC)CC)C.[CH3:48][S:49](Cl)(=[O:51])=[O:50].O. The catalyst is C(Cl)Cl. The product is [CH3:48][S:49]([O:40][CH2:39][C@H:34]1[CH2:35][CH2:36][C:37](=[O:38])[N:33]1[C:4]1[CH:3]=[C:2]([F:1])[CH:32]=[CH:31][C:5]=1[CH2:6][NH:7][C:8]([C:10]1[N:11]=[C:12]2[N:17]([C:18](=[O:28])[C:19]=1[O:20][CH2:21][C:22]1[CH:27]=[CH:26][CH:25]=[CH:24][CH:23]=1)[CH2:16][CH2:15][O:14][C:13]2([CH3:30])[CH3:29])=[O:9])(=[O:51])=[O:50]. The yield is 0.980.